Task: Regression. Given a peptide amino acid sequence and an MHC pseudo amino acid sequence, predict their binding affinity value. This is MHC class II binding data.. Dataset: Peptide-MHC class II binding affinity with 134,281 pairs from IEDB (1) The peptide sequence is AAATAGTMVYGAFAA. The MHC is HLA-DPA10103-DPB10601 with pseudo-sequence HLA-DPA10103-DPB10601. The binding affinity (normalized) is 0.206. (2) The MHC is DRB1_0901 with pseudo-sequence DRB1_0901. The peptide sequence is MMTGRMGERQLQKIE. The binding affinity (normalized) is 0. (3) The peptide sequence is GIFLSVAAGNEAENA. The MHC is DRB1_1101 with pseudo-sequence DRB1_1101. The binding affinity (normalized) is 0.400. (4) The peptide sequence is KGNLVELGSFYSDPK. The MHC is DRB1_0101 with pseudo-sequence DRB1_0101. The binding affinity (normalized) is 0.815. (5) The MHC is DRB1_0801 with pseudo-sequence DRB1_0801. The peptide sequence is KSVVVLNRKTFEREY. The binding affinity (normalized) is 0.622.